Task: Predict the reaction yield, written as a fraction of the theoretical maximum amount of product (1.0 means a 100% yield; for example, 0.34 means a 34% yield).. Dataset: Reaction yield outcomes from USPTO patents with 853,638 reactions (1) The reactants are [NH2:1][C:2]1[C:3](Cl)=[C:4]([CH:7]=[CH:8][CH:9]=1)[C:5]#[N:6].[ClH:11].[N:12]([O-])=O.[Na+].[CH3:16][C:17]([C:24]1[CH:29]=[CH:28][C:27]([OH:30])=[C:26]([C:31]([C:34]2[CH:39]=[CH:38][CH:37]=[CH:36][CH:35]=2)([CH3:33])[CH3:32])[CH:25]=1)([CH3:23])[CH2:18][C:19]([CH3:22])([CH3:21])[CH3:20]. The catalyst is O.CO.C1(C)C(C)=CC=CC=1.[OH-].[Na+].C(O)(=O)C.C(OCC)(=O)C. The product is [Cl:11][C:9]1[CH:8]=[CH:7][C:4]([C:5]#[N:6])=[CH:3][C:2]=1[N:1]=[N:12][C:28]1[CH:29]=[C:24]([C:17]([CH3:16])([CH3:23])[CH2:18][C:19]([CH3:20])([CH3:21])[CH3:22])[CH:25]=[C:26]([C:31]([CH3:32])([C:34]2[CH:35]=[CH:36][CH:37]=[CH:38][CH:39]=2)[CH3:33])[C:27]=1[OH:30]. The yield is 0.590. (2) The reactants are [Cl:1][C:2]1[C:10]([C:11]#[N:12])=[CH:9][CH:8]=[C:7]2[C:3]=1[CH:4]=[C:5]([C:18]([NH2:20])=O)[N:6]2[CH2:13][C:14]([F:17])([F:16])[F:15].N1C=CC=CC=1.C(OC(C(F)(F)F)=O)(C(F)(F)F)=O. The catalyst is C(Cl)Cl. The yield is 0.720. The product is [Cl:1][C:2]1[C:10]([C:11]#[N:12])=[CH:9][CH:8]=[C:7]2[C:3]=1[CH:4]=[C:5]([C:18]#[N:20])[N:6]2[CH2:13][C:14]([F:16])([F:17])[F:15]. (3) The catalyst is C1COCC1.CN(C1C=CN=CC=1)C.C(OCC)(=O)C. The reactants are C[O:2][C:3](=[O:12])[CH:4]([OH:11])[C:5]1[CH:10]=[CH:9][CH:8]=[CH:7][CH:6]=1.[CH3:13][N:14]([CH3:18])[C:15](Cl)=[O:16]. The product is [CH3:13][N:14]([CH3:18])[C:15]([O:11][CH:4]([C:5]1[CH:10]=[CH:9][CH:8]=[CH:7][CH:6]=1)[C:3]([OH:2])=[O:12])=[O:16]. The yield is 0.830. (4) The reactants are N[C:2]1[CH:7]=[C:6]([CH2:8][CH2:9][CH2:10][CH2:11][CH2:12][CH2:13][CH2:14][CH2:15][CH2:16][CH2:17][CH2:18][CH2:19][CH2:20][CH2:21][CH2:22][CH2:23][CH2:24][CH2:25][CH3:26])[CH:5]=[CH:4][N:3]=1.[BrH:27].BrBr.N([O-])=O.[Na+].[OH-].[Na+]. The catalyst is O. The product is [Br:27][C:2]1[CH:7]=[C:6]([CH2:8][CH2:9][CH2:10][CH2:11][CH2:12][CH2:13][CH2:14][CH2:15][CH2:16][CH2:17][CH2:18][CH2:19][CH2:20][CH2:21][CH2:22][CH2:23][CH2:24][CH2:25][CH3:26])[CH:5]=[CH:4][N:3]=1. The yield is 0.500.